Dataset: Catalyst prediction with 721,799 reactions and 888 catalyst types from USPTO. Task: Predict which catalyst facilitates the given reaction. (1) Reactant: [S-:1][C:2]#[N:3].[K+].[Cl:5][C:6]1[N:11]=[C:10](Cl)[C:9]([N+:13]([O-:15])=[O:14])=[CH:8][N:7]=1. Product: [Cl:5][C:6]1[N:11]=[C:10]([S:1][C:2]#[N:3])[C:9]([N+:13]([O-:15])=[O:14])=[CH:8][N:7]=1. The catalyst class is: 14. (2) Reactant: [C:1]([O:5][C:6]([N:8]1[CH2:12][CH2:11][CH2:10][C@H:9]1[C:13]1[NH:14][C:15]([CH2:38][CH2:39][CH2:40][CH:41]([CH3:43])[CH3:42])=[C:16]([C:33]([O:35][CH2:36][CH3:37])=[O:34])[CH:17]([C:24]2[CH:32]=[CH:31][C:27]([C:28]([OH:30])=[O:29])=[CH:26][CH:25]=2)[C:18]=1[C:19]([O:21][CH2:22][CH3:23])=[O:20])=[O:7])([CH3:4])([CH3:3])[CH3:2].O.[N+]([O-])([O-])=O.[NH4+].[Ce]. Product: [C:1]([O:5][C:6]([N:8]1[CH2:12][CH2:11][CH2:10][C@H:9]1[C:13]1[C:18]([C:19]([O:21][CH2:22][CH3:23])=[O:20])=[C:17]([C:24]2[CH:25]=[CH:26][C:27]([C:28]([OH:30])=[O:29])=[CH:31][CH:32]=2)[C:16]([C:33]([O:35][CH2:36][CH3:37])=[O:34])=[C:15]([CH2:38][CH2:39][CH2:40][CH:41]([CH3:43])[CH3:42])[N:14]=1)=[O:7])([CH3:2])([CH3:3])[CH3:4]. The catalyst class is: 115. (3) Reactant: [F:1][C:2]1[CH:9]=[CH:8][C:5]([CH:6]=O)=[CH:4][CH:3]=1.C([O-])(=O)C.[Na+].C([BH3-])#N.[Na+].Cl.[CH2:20]([O:22][C:23](=[O:30])[CH2:24][CH:25]([NH2:29])[CH2:26][CH2:27][CH3:28])[CH3:21]. Product: [CH2:20]([O:22][C:23](=[O:30])[CH2:24][CH:25]([NH:29][CH2:6][C:5]1[CH:8]=[CH:9][C:2]([F:1])=[CH:3][CH:4]=1)[CH2:26][CH2:27][CH3:28])[CH3:21]. The catalyst class is: 5. (4) Reactant: [NH:1]1[C:5]2=[N:6][CH:7]=[C:8]([C:10]#[N:11])[CH:9]=[C:4]2[CH:3]=[CH:2]1.[F:12][C:13]1[C:18]([CH:19]=[O:20])=[C:17]([F:21])[CH:16]=[CH:15][C:14]=1[NH:22][S:23]([CH2:26][CH2:27][CH3:28])(=[O:25])=[O:24].[OH-].[K+].Cl. Product: [C:10]([C:8]1[CH:9]=[C:4]2[C:3]([CH:19]([OH:20])[C:18]3[C:13]([F:12])=[C:14]([NH:22][S:23]([CH2:26][CH2:27][CH3:28])(=[O:25])=[O:24])[CH:15]=[CH:16][C:17]=3[F:21])=[CH:2][NH:1][C:5]2=[N:6][CH:7]=1)#[N:11]. The catalyst class is: 5. (5) Reactant: [C:1]([N:4]1[CH2:9][CH2:8][N:7]([C:10]2[CH:15]=[CH:14][C:13]([CH2:16][N:17]3[S:22](=[O:24])(=[O:23])[N:21](C(OC)=O)[CH2:20][CH2:19][CH:18]3[CH3:29])=[C:12]([F:30])[CH:11]=2)[CH2:6][CH2:5]1)(=[O:3])[CH3:2].[OH-].[Na+]. Product: [C:1]([N:4]1[CH2:9][CH2:8][N:7]([C:10]2[CH:15]=[CH:14][C:13]([CH2:16][N:17]3[CH:18]([CH3:29])[CH2:19][CH2:20][NH:21][S:22]3(=[O:24])=[O:23])=[C:12]([F:30])[CH:11]=2)[CH2:6][CH2:5]1)(=[O:3])[CH3:2]. The catalyst class is: 24. (6) Reactant: [Cl:1][C:2]1[N:10]=[C:9](Cl)[C:8]([F:12])=[CH:7][C:3]=1[C:4]([OH:6])=[O:5].[F:13][C:14]([F:18])([F:17])[CH2:15][OH:16].[OH-].[Na+].Cl. Product: [Cl:1][C:2]1[N:10]=[C:9]([O:16][CH2:15][C:14]([F:18])([F:17])[F:13])[C:8]([F:12])=[CH:7][C:3]=1[C:4]([OH:6])=[O:5]. The catalyst class is: 6. (7) Reactant: [CH2:1]([O:3][C:4]([NH:6][C:7]1[CH:8]=[C:9]([CH:28]=[CH:29][CH:30]=1)[CH2:10][N:11]1[C:16](=[O:17])[CH:15]=[CH:14][C:13]([C:18]2[CH:23]=[CH:22][C:21]([CH2:24][C:25](O)=[O:26])=[CH:20][CH:19]=2)=[N:12]1)=[O:5])[CH3:2].[C:31]([O:35][C:36]([NH:38][CH2:39][CH2:40][CH2:41][CH2:42][NH2:43])=[O:37])([CH3:34])([CH3:33])[CH3:32].CN1CCOCC1.ON1C2C=CC=CC=2N=N1.Cl.CN(C)CCCN=C=NCC. Product: [CH2:1]([O:3][C:4](=[O:5])[NH:6][C:7]1[CH:30]=[CH:29][CH:28]=[C:9]([CH2:10][N:11]2[C:16](=[O:17])[CH:15]=[CH:14][C:13]([C:18]3[CH:19]=[CH:20][C:21]([CH2:24][C:25](=[O:26])[NH:43][CH2:42][CH2:41][CH2:40][CH2:39][NH:38][C:36]([O:35][C:31]([CH3:34])([CH3:33])[CH3:32])=[O:37])=[CH:22][CH:23]=3)=[N:12]2)[CH:8]=1)[CH3:2]. The catalyst class is: 3.